From a dataset of NCI-60 drug combinations with 297,098 pairs across 59 cell lines. Regression. Given two drug SMILES strings and cell line genomic features, predict the synergy score measuring deviation from expected non-interaction effect. (1) Drug 1: CC1C(C(=O)NC(C(=O)N2CCCC2C(=O)N(CC(=O)N(C(C(=O)O1)C(C)C)C)C)C(C)C)NC(=O)C3=C4C(=C(C=C3)C)OC5=C(C(=O)C(=C(C5=N4)C(=O)NC6C(OC(=O)C(N(C(=O)CN(C(=O)C7CCCN7C(=O)C(NC6=O)C(C)C)C)C)C(C)C)C)N)C. Synergy scores: CSS=51.4, Synergy_ZIP=10.8, Synergy_Bliss=9.92, Synergy_Loewe=9.55, Synergy_HSA=10.7. Drug 2: CC1C(C(CC(O1)OC2CC(CC3=C2C(=C4C(=C3O)C(=O)C5=CC=CC=C5C4=O)O)(C(=O)C)O)N)O. Cell line: SF-295. (2) Drug 1: C1CCN(CC1)CCOC2=CC=C(C=C2)C(=O)C3=C(SC4=C3C=CC(=C4)O)C5=CC=C(C=C5)O. Drug 2: C(CCl)NC(=O)N(CCCl)N=O. Synergy scores: CSS=-0.341, Synergy_ZIP=3.00, Synergy_Bliss=4.25, Synergy_Loewe=-2.71, Synergy_HSA=-2.20. Cell line: NCIH23. (3) Drug 1: C1=CC(=CC=C1CCCC(=O)O)N(CCCl)CCCl. Drug 2: CC1C(C(=O)NC(C(=O)N2CCCC2C(=O)N(CC(=O)N(C(C(=O)O1)C(C)C)C)C)C(C)C)NC(=O)C3=C4C(=C(C=C3)C)OC5=C(C(=O)C(=C(C5=N4)C(=O)NC6C(OC(=O)C(N(C(=O)CN(C(=O)C7CCCN7C(=O)C(NC6=O)C(C)C)C)C)C(C)C)C)N)C. Cell line: NCI-H322M. Synergy scores: CSS=-1.69, Synergy_ZIP=1.64, Synergy_Bliss=-2.51, Synergy_Loewe=-6.05, Synergy_HSA=-5.32.